Task: Predict which catalyst facilitates the given reaction.. Dataset: Catalyst prediction with 721,799 reactions and 888 catalyst types from USPTO Reactant: [N:1]([C@:4]1([C:43]([O:45]CC(=O)C2C=CC=CC=2)=[O:44])[C@@H:8]([CH2:9][CH2:10][CH2:11][B:12]2[O:16][C:15]([CH3:18])([CH3:17])[C:14]([CH3:20])([CH3:19])[O:13]2)[CH2:7][N:6]([C:21](=[O:42])[C@H:22]([CH2:31][C:32]2[CH:37]=[CH:36][C:35]([C:38]([F:41])([F:40])[F:39])=[CH:34][CH:33]=2)[NH:23][C:24]([O:26][C:27]([CH3:30])([CH3:29])[CH3:28])=[O:25])[CH2:5]1)=[N+]=[N-]. Product: [NH2:1][C@:4]1([C:43]([OH:45])=[O:44])[C@@H:8]([CH2:9][CH2:10][CH2:11][B:12]2[O:16][C:15]([CH3:18])([CH3:17])[C:14]([CH3:19])([CH3:20])[O:13]2)[CH2:7][N:6]([C:21](=[O:42])[C@H:22]([CH2:31][C:32]2[CH:33]=[CH:34][C:35]([C:38]([F:41])([F:39])[F:40])=[CH:36][CH:37]=2)[NH:23][C:24]([O:26][C:27]([CH3:28])([CH3:29])[CH3:30])=[O:25])[CH2:5]1. The catalyst class is: 183.